This data is from NCI-60 drug combinations with 297,098 pairs across 59 cell lines. The task is: Regression. Given two drug SMILES strings and cell line genomic features, predict the synergy score measuring deviation from expected non-interaction effect. (1) Drug 1: C(=O)(N)NO. Drug 2: CC(C)NC(=O)C1=CC=C(C=C1)CNNC.Cl. Cell line: SN12C. Synergy scores: CSS=-0.237, Synergy_ZIP=-0.110, Synergy_Bliss=-4.26, Synergy_Loewe=-0.976, Synergy_HSA=-5.13. (2) Cell line: OVCAR3. Synergy scores: CSS=10.2, Synergy_ZIP=-5.26, Synergy_Bliss=-4.75, Synergy_Loewe=-3.97, Synergy_HSA=-2.47. Drug 1: C1C(C(OC1N2C=C(C(=O)NC2=O)F)CO)O. Drug 2: C(CC(=O)O)C(=O)CN.Cl.